This data is from Reaction yield outcomes from USPTO patents with 853,638 reactions. The task is: Predict the reaction yield, written as a fraction of the theoretical maximum amount of product (1.0 means a 100% yield; for example, 0.34 means a 34% yield). (1) The reactants are C(=O)([O-])[O-].[K+].[K+].[CH2:7]([O:14][C:15]([NH:17][CH2:18][CH2:19][CH2:20][CH2:21][C:22]1[CH:27]=[CH:26][C:25]([OH:28])=[CH:24][CH:23]=1)=[O:16])[C:8]1[CH:13]=[CH:12][CH:11]=[CH:10][CH:9]=1.[CH3:29][O:30][C:31](=[O:44])[CH:32]([NH:36][C:37]([O:39][C:40]([CH3:43])([CH3:42])[CH3:41])=[O:38])[CH2:33][CH2:34]Br. The catalyst is CN(C=O)C.C(OCC)(=O)C. The product is [CH3:29][O:30][C:31](=[O:44])[CH:32]([NH:36][C:37]([O:39][C:40]([CH3:43])([CH3:42])[CH3:41])=[O:38])[CH2:33][CH2:34][O:28][C:25]1[CH:26]=[CH:27][C:22]([CH2:21][CH2:20][CH2:19][CH2:18][NH:17][C:15]([O:14][CH2:7][C:8]2[CH:9]=[CH:10][CH:11]=[CH:12][CH:13]=2)=[O:16])=[CH:23][CH:24]=1. The yield is 0.830. (2) The reactants are [NH2:1][C@H:2]([C:18]([O:20][CH2:21][C:22]1[CH:27]=[CH:26][CH:25]=[CH:24][CH:23]=1)=[O:19])[CH2:3][CH2:4][CH2:5][CH2:6][NH:7][C:8]([O:10][CH2:11][C:12]1[CH:17]=[CH:16][CH:15]=[CH:14][CH:13]=1)=[O:9].Cl.CCN(CC)CC.[NH:36]([C:53]([O:55][C:56]([CH3:59])([CH3:58])[CH3:57])=[O:54])[C@H:37]([C:42]([NH:44][C@H:45]([C:50](O)=[O:51])[CH2:46][CH:47]([CH3:49])[CH3:48])=[O:43])[CH2:38][CH:39]([CH3:41])[CH3:40].C1C=CC2N(O)N=NC=2C=1.C1CCC(N=C=NC2CCCCC2)CC1. The catalyst is CN(C=O)C.C(O)(=O)C. The product is [NH:36]([C:53]([O:55][C:56]([CH3:59])([CH3:58])[CH3:57])=[O:54])[C@H:37]([C:42]([NH:44][C@H:45]([C:50]([NH:1][C@H:2]([C:18]([O:20][CH2:21][C:22]1[CH:27]=[CH:26][CH:25]=[CH:24][CH:23]=1)=[O:19])[CH2:3][CH2:4][CH2:5][CH2:6][NH:7][C:8]([O:10][CH2:11][C:12]1[CH:13]=[CH:14][CH:15]=[CH:16][CH:17]=1)=[O:9])=[O:51])[CH2:46][CH:47]([CH3:48])[CH3:49])=[O:43])[CH2:38][CH:39]([CH3:41])[CH3:40]. The yield is 0.934. (3) The yield is 0.960. The reactants are [Cl:1][C:2]1[CH:7]=[C:6]([F:8])[CH:5]=[C:4]([Cl:9])[C:3]=1[NH2:10].[N:11]([O-])=O.[Na+].Cl[Sn]Cl. The catalyst is Cl.C(O)(C(F)(F)F)=O.O. The product is [ClH:1].[Cl:1][C:2]1[CH:7]=[C:6]([F:8])[CH:5]=[C:4]([Cl:9])[C:3]=1[NH:10][NH2:11]. (4) The reactants are [NH2:1][C:2]1[C:11]2[C:6](=[C:7](Br)[CH:8]=[CH:9][CH:10]=2)[N:5]=[N:4][C:3]=1[C:13]([NH:15][CH2:16][CH2:17][CH3:18])=[O:14].[F:19][C:20]1[CH:25]=[C:24]([F:26])[CH:23]=[CH:22][C:21]=1B(O)O. No catalyst specified. The product is [NH2:1][C:2]1[C:11]2[C:6](=[C:7]([C:23]3[CH:22]=[CH:21][C:20]([F:19])=[CH:25][C:24]=3[F:26])[CH:8]=[CH:9][CH:10]=2)[N:5]=[N:4][C:3]=1[C:13]([NH:15][CH2:16][CH2:17][CH3:18])=[O:14]. The yield is 0.923. (5) The reactants are [Cl:1][C:2]1[C:10]([OH:11])=[CH:9][C:8]([C:12]2[N:13]([C:29]([O:31][C:32]([CH3:35])([CH3:34])[CH3:33])=[O:30])[C:14]3[C:19]([C:20]=2C)=[CH:18][C:17]([CH2:22][N:23]2[CH2:28][CH2:27][CH2:26][CH2:25][CH2:24]2)=[CH:16][CH:15]=3)=[C:7]2[C:3]=1[CH2:4][NH:5][C:6]2=[O:36].C(=O)([O-])[O-].[Cs+].[Cs+].[Cl:43][CH2:44][CH2:45][CH2:46]I. The catalyst is C(#N)C. The product is [Cl:1][C:2]1[C:10]([O:11][CH2:46][CH2:45][CH2:44][Cl:43])=[CH:9][C:8]([C:12]2[N:13]([C:29]([O:31][C:32]([CH3:34])([CH3:33])[CH3:35])=[O:30])[C:14]3[C:19]([CH:20]=2)=[CH:18][C:17]([CH2:22][N:23]2[CH2:28][CH2:27][CH2:26][CH2:25][CH2:24]2)=[CH:16][CH:15]=3)=[C:7]2[C:3]=1[CH2:4][NH:5][C:6]2=[O:36]. The yield is 0.840. (6) The reactants are [CH3:1][O:2][CH2:3][CH2:4][O:5][C:6]1[CH:11]=[CH:10][N:9]2[C:12]([C:15]([NH:17][C:18]3[CH:26]=[CH:25][CH:24]=[C:23]4[C:19]=3[CH:20]=[N:21][N:22]4[CH2:27][CH:28]3[CH2:33][CH2:32][CH2:31][N:30](C(OC(C)(C)C)=O)[CH2:29]3)=[O:16])=[CH:13][N:14]=[C:8]2[CH:7]=1.[ClH:41]. The catalyst is C(Cl)Cl.O1CCOCC1. The product is [ClH:41].[CH3:1][O:2][CH2:3][CH2:4][O:5][C:6]1[CH:11]=[CH:10][N:9]2[C:12]([C:15]([NH:17][C:18]3[CH:26]=[CH:25][CH:24]=[C:23]4[C:19]=3[CH:20]=[N:21][N:22]4[CH2:27][CH:28]3[CH2:33][CH2:32][CH2:31][NH:30][CH2:29]3)=[O:16])=[CH:13][N:14]=[C:8]2[CH:7]=1. The yield is 0.930. (7) The reactants are [NH2:1][C:2]1[N:3]=[C:4]([SH:18])[C:5]2[N:10]=[C:9]([C:11]3[CH:16]=[CH:15][C:14]([F:17])=[CH:13][CH:12]=3)[S:8][C:6]=2[N:7]=1.[CH2:19](N(CC)CC)C.IC.O. The catalyst is CS(C)=O. The product is [F:17][C:14]1[CH:13]=[CH:12][C:11]([C:9]2[S:8][C:6]3[N:7]=[C:2]([NH2:1])[N:3]=[C:4]([S:18][CH3:19])[C:5]=3[N:10]=2)=[CH:16][CH:15]=1. The yield is 0.600.